This data is from Full USPTO retrosynthesis dataset with 1.9M reactions from patents (1976-2016). The task is: Predict the reactants needed to synthesize the given product. (1) Given the product [CH2:2]([CH:1]1[O:19][CH2:22][CH2:21][O:20]1)[CH2:3][CH2:4][CH2:5][CH2:6][CH2:7][CH2:8][CH2:9][CH2:10][CH3:11], predict the reactants needed to synthesize it. The reactants are: [C:1]([O:20][CH3:21])(=[O:19])[CH2:2][CH2:3][CH2:4][CH2:5][CH2:6][CH2:7][CH2:8]/[CH:9]=[CH:10]\[CH2:11]CCCCCCC.[CH3:22]CCCCCCCC=CCCCCCCCC.CC(C(O)=O)(C(O)=O)CCCCCCCC=CCCCCCCCCC. (2) Given the product [C:1]([C:3]1[CH:4]=[C:5]([CH:19]=[C:20]([C:24]#[CH:25])[C:21]=1[OH:22])[C:6]([N:8]1[C:12]2[CH:13]=[CH:14][CH:15]=[CH:16][C:11]=2[S:10](=[O:18])(=[O:17])[CH2:9]1)=[O:7])#[N:2], predict the reactants needed to synthesize it. The reactants are: [C:1]([C:3]1[CH:4]=[C:5]([CH:19]=[C:20]([C:24]#[CH:25])[C:21]=1[O:22]C)[C:6]([N:8]1[C:12]2[CH:13]=[CH:14][CH:15]=[CH:16][C:11]=2[S:10](=[O:18])(=[O:17])[CH2:9]1)=[O:7])#[N:2].[Cl-].[Li+].Cl. (3) Given the product [Cl:22][C:17]1[CH:16]=[C:15]([NH:14][C:5]2[C:4]3[C:9](=[CH:10][CH:11]=[C:2]([NH:1][CH2:24][C:25]4[O:31][C:28]([CH2:29][OH:30])=[CH:27][CH:26]=4)[CH:3]=3)[N:8]=[CH:7][C:6]=2[C:12]#[N:13])[CH:20]=[CH:19][C:18]=1[F:21], predict the reactants needed to synthesize it. The reactants are: [NH2:1][C:2]1[CH:3]=[C:4]2[C:9](=[CH:10][CH:11]=1)[N:8]=[CH:7][C:6]([C:12]#[N:13])=[C:5]2[NH:14][C:15]1[CH:20]=[CH:19][C:18]([F:21])=[C:17]([Cl:22])[CH:16]=1.O[CH2:24][C:25]1[O:31][C:28]([CH:29]=[O:30])=[CH:27][CH:26]=1.[BH3-]C#N.[Na+].